Dataset: Reaction yield outcomes from USPTO patents with 853,638 reactions. Task: Predict the reaction yield, written as a fraction of the theoretical maximum amount of product (1.0 means a 100% yield; for example, 0.34 means a 34% yield). (1) The reactants are Cl[C:2]1[C:3]2[CH:11]=[CH:10][C:9]([CH3:12])=[N:8][C:4]=2[N:5]=[CH:6][N:7]=1.[C:13]([N:20]1[CH2:25][CH2:24][NH:23][CH2:22][CH2:21]1)([O:15][C:16]([CH3:19])([CH3:18])[CH3:17])=[O:14]. The catalyst is ClCCCl. The product is [C:16]([O:15][C:13]([N:20]1[CH2:25][CH2:24][N:23]([C:2]2[C:3]3[CH:11]=[CH:10][C:9]([CH3:12])=[N:8][C:4]=3[N:5]=[CH:6][N:7]=2)[CH2:22][CH2:21]1)=[O:14])([CH3:19])([CH3:17])[CH3:18]. The yield is 0.990. (2) The yield is 0.830. The product is [CH2:1]([O:3][C:4](=[O:29])[CH2:5][CH2:6][CH2:7][CH2:8][CH2:9][O:10][CH2:11][CH2:12][O:13][CH2:14][CH2:15][O:16][CH2:17][CH2:18][O:19][CH2:20][CH2:21][O:22][CH2:23][CH2:24][O:25][CH2:26][CH2:27][S:38]([CH3:37])(=[O:40])=[O:39])[CH3:2]. The catalyst is ClCCl. The reactants are [CH2:1]([O:3][C:4](=[O:29])[CH2:5][CH2:6][CH2:7][CH2:8][CH2:9][O:10][CH2:11][CH2:12][O:13][CH2:14][CH2:15][O:16][CH2:17][CH2:18][O:19][CH2:20][CH2:21][O:22][CH2:23][CH2:24][O:25][CH2:26][CH2:27]O)[CH3:2].C(N(CC)CC)C.[CH3:37][S:38](Cl)(=[O:40])=[O:39]. (3) The reactants are FC1C=CC(NC(=O)NC2C=CC(C3C=C4C(CN([C@@H](C(C)C)C(O)=O)C4=O)=CC=3)=CC=2)=CC=1.[CH3:35][CH:36]([CH3:72])[C@H:37]([N:42]1[CH2:50][C:49]2[C:44](=[CH:45][C:46]([C:51]3[CH:56]=[CH:55][C:54]([NH:57][C:58]([NH:60][C:61]4[CH:66]=[CH:65][CH:64]=[C:63]([C:67]([F:70])([F:69])[F:68])[CH:62]=4)=[O:59])=[CH:53][CH:52]=3)=[CH:47][CH:48]=2)[C:43]1=[O:71])[C:38]([O:40]C)=[O:39]. No catalyst specified. The product is [CH3:35][CH:36]([CH3:72])[C@H:37]([N:42]1[CH2:50][C:49]2[C:44](=[CH:45][C:46]([C:51]3[CH:56]=[CH:55][C:54]([NH:57][C:58]([NH:60][C:61]4[CH:66]=[CH:65][CH:64]=[C:63]([C:67]([F:70])([F:68])[F:69])[CH:62]=4)=[O:59])=[CH:53][CH:52]=3)=[CH:47][CH:48]=2)[C:43]1=[O:71])[C:38]([OH:40])=[O:39]. The yield is 0.970. (4) The reactants are [H-].[Na+].[CH:3]1[C:14]2=[C:15]3[CH:10]([CH2:11][CH2:12][CH2:13]2)[CH2:9][CH2:8][CH2:7][C:6]3=[CH:5][C:4]=1[NH:16][C:17]1[N:22]=[CH:21][C:20]([C:23]([O:25]CC)=[O:24])=[CH:19][N:18]=1.Br[CH2:29][CH:30]1[CH2:32][CH2:31]1.[Cl-].[NH4+]. The catalyst is CN(C)C=O. The product is [CH:32]1([CH2:31][N:16]([C:4]2[CH:3]=[C:14]3[C:15]4[CH:10]([CH2:11][CH2:12][CH2:13]3)[CH2:9][CH2:8][CH2:7][C:6]=4[CH:5]=2)[C:17]2[N:18]=[CH:19][C:20]([C:23]([OH:25])=[O:24])=[CH:21][N:22]=2)[CH2:30][CH2:29]1. The yield is 0.960. (5) The reactants are Cl.N[CH2:3][CH2:4][CH2:5][CH:6]=[C:7]([CH3:11])[C:8]([NH2:10])=[O:9].C(OC(=O)CC)(=O)CC.C(N(CC)CC)C. The catalyst is CO. The product is [C:8]([NH2:10])(=[O:9])[CH2:7][CH3:6].[CH2:5]([CH:6]=[C:7]([CH3:11])[C:8]([NH2:10])=[O:9])[CH2:4][CH3:3]. The yield is 0.950. (6) The reactants are [Cl:1][C:2]1[CH:3]=[C:4]2[C:8](=[C:9]([NH:11][CH:12]3[CH2:16][CH2:15][CH2:14][CH2:13]3)[CH:10]=1)[NH:7][C:6]([C:17]1[S:18][CH2:19][C@@H:20]([CH2:22][C:23](O)=[O:24])[N:21]=1)=[CH:5]2.[NH:26]1[CH2:31][CH2:30][CH2:29][CH2:28][CH2:27]1. No catalyst specified. The product is [Cl:1][C:2]1[CH:3]=[C:4]2[C:8](=[C:9]([NH:11][CH:12]3[CH2:16][CH2:15][CH2:14][CH2:13]3)[CH:10]=1)[NH:7][C:6]([C:17]1[S:18][CH2:19][C@@H:20]([CH2:22][C:23]([N:26]3[CH2:31][CH2:30][CH2:29][CH2:28][CH2:27]3)=[O:24])[N:21]=1)=[CH:5]2. The yield is 0.570. (7) The reactants are [CH3:1][C:2]1[CH:3]=[C:4]([NH:9][C:10]2[CH:15]=[CH:14][C:13]([N+:16]([O-:18])=[O:17])=[CH:12][C:11]=2[S:19]([N:22]2[CH2:27][CH2:26][N:25](C(OC(C)(C)C)=O)[CH2:24][CH2:23]2)(=[O:21])=[O:20])[CH:5]=[C:6]([CH3:8])[CH:7]=1.[ClH:35]. The catalyst is C(Cl)Cl.O1CCOCC1. The product is [ClH:35].[ClH:35].[CH3:8][C:6]1[CH:5]=[C:4]([NH:9][C:10]2[CH:15]=[CH:14][C:13]([N+:16]([O-:18])=[O:17])=[CH:12][C:11]=2[S:19]([N:22]2[CH2:23][CH2:24][NH:25][CH2:26][CH2:27]2)(=[O:21])=[O:20])[CH:3]=[C:2]([CH3:1])[CH:7]=1. The yield is 0.812.